This data is from Full USPTO retrosynthesis dataset with 1.9M reactions from patents (1976-2016). The task is: Predict the reactants needed to synthesize the given product. (1) Given the product [N:1]1[CH:6]=[CH:5][CH:4]=[CH:3][C:2]=1[CH2:7][CH2:8][C:9]1[CH:16]=[CH:15][C:12](/[CH:13]=[CH:20]/[N+:17]([O-:19])=[O:18])=[CH:11][CH:10]=1, predict the reactants needed to synthesize it. The reactants are: [N:1]1[CH:6]=[CH:5][CH:4]=[CH:3][C:2]=1[CH2:7][CH2:8][C:9]1[CH:16]=[CH:15][C:12]([CH:13]=O)=[CH:11][CH:10]=1.[N+:17]([CH3:20])([O-:19])=[O:18].C([O-])(=O)C.[NH4+]. (2) Given the product [CH2:21]([O:23][C:24]1[CH:25]=[C:26]([CH:29]=[CH:30][C:31]=1[F:32])[CH2:27][N:1]1[CH2:2][CH2:3][CH:4]([NH:7][C:8]2[O:9][C:10]3[C:16]([S:17]([NH2:20])(=[O:18])=[O:19])=[CH:15][CH:14]=[CH:13][C:11]=3[N:12]=2)[CH2:5][CH2:6]1)[CH3:22], predict the reactants needed to synthesize it. The reactants are: [NH:1]1[CH2:6][CH2:5][CH:4]([NH:7][C:8]2[O:9][C:10]3[C:16]([S:17]([NH2:20])(=[O:19])=[O:18])=[CH:15][CH:14]=[CH:13][C:11]=3[N:12]=2)[CH2:3][CH2:2]1.[CH2:21]([O:23][C:24]1[CH:25]=[C:26]([CH:29]=[CH:30][C:31]=1[F:32])[CH:27]=O)[CH3:22].OC1C=C(C=CC=1F)C(O)=O.ClC1C=CC(C=O)=CC=1OCC.C([BH3-])#N.[Na+].C(N(C(C)C)C(C)C)C.